This data is from Forward reaction prediction with 1.9M reactions from USPTO patents (1976-2016). The task is: Predict the product of the given reaction. (1) Given the reactants [F:1][C:2]([F:13])([F:12])[CH:3]1[CH2:8][CH2:7][CH:6]([C:9](O)=[O:10])[CH2:5][CH2:4]1.O=S(Cl)[Cl:16], predict the reaction product. The product is: [F:1][C:2]([F:13])([F:12])[CH:3]1[CH2:8][CH2:7][CH:6]([C:9]([Cl:16])=[O:10])[CH2:5][CH2:4]1. (2) The product is: [CH2:10]([O:12][CH:13]([O:16][CH2:17][CH3:18])[CH2:14][NH:6][C:5]1[CH:7]=[CH:8][CH:9]=[C:3]([CH2:1][CH3:2])[CH:4]=1)[CH3:11]. Given the reactants [CH2:1]([C:3]1[CH:4]=[C:5]([CH:7]=[CH:8][CH:9]=1)[NH2:6])[CH3:2].[CH2:10]([O:12][CH:13]([O:16][CH2:17][CH3:18])[CH2:14]Br)[CH3:11].C(=O)(O)[O-].[Na+], predict the reaction product. (3) Given the reactants Cl[C:2]1[S:3][C:4]([S:8]([NH2:11])(=[O:10])=[O:9])=[C:5]([CH3:7])[N:6]=1.[CH3:12][NH2:13], predict the reaction product. The product is: [CH3:7][C:5]1[N:6]=[C:2]([NH:13][CH3:12])[S:3][C:4]=1[S:8]([NH2:11])(=[O:10])=[O:9]. (4) Given the reactants [NH2:1][C:2]1[CH:7]=[CH:6][C:5]([NH:8][C:9](=[O:24])[CH2:10][C:11]2[CH:16]=[CH:15][CH:14]=[C:13]([N:17]3[C:21]([CH3:22])=[CH:20][CH:19]=[C:18]3[CH3:23])[N:12]=2)=[CH:4][CH:3]=1.[Cl:25][C:26]1[N:34]=[C:33]([CH3:35])[CH:32]=[CH:31][C:27]=1[C:28](O)=[O:29].F[P-](F)(F)(F)(F)F.N1(O[P+](N2CCCC2)(N2CCCC2)N2CCCC2)C2C=CC=CC=2N=N1.C(N(C(C)C)CC)(C)C.Cl, predict the reaction product. The product is: [Cl:25][C:26]1[N:34]=[C:33]([CH3:35])[CH:32]=[CH:31][C:27]=1[C:28]([NH:1][C:2]1[CH:7]=[CH:6][C:5]([NH:8][C:9](=[O:24])[CH2:10][C:11]2[CH:16]=[CH:15][CH:14]=[C:13]([N:17]3[C:21]([CH3:22])=[CH:20][CH:19]=[C:18]3[CH3:23])[N:12]=2)=[CH:4][CH:3]=1)=[O:29]. (5) Given the reactants [CH2:1]([N:8]1[C:12]([Si](CC)(CC)CC)=[CH:11][CH:10]=[C:9]1[Si:20]([CH2:25][CH3:26])([CH2:23][CH3:24])[CH2:21][CH3:22])[C:2]1[CH:7]=[CH:6][CH:5]=[CH:4][CH:3]=1.[Na+].[Cl-], predict the reaction product. The product is: [CH2:1]([N:8]1[CH:12]=[CH:11][CH:10]=[C:9]1[Si:20]([CH2:23][CH3:24])([CH2:25][CH3:26])[CH2:21][CH3:22])[C:2]1[CH:3]=[CH:4][CH:5]=[CH:6][CH:7]=1.